From a dataset of CYP1A2 inhibition data for predicting drug metabolism from PubChem BioAssay. Regression/Classification. Given a drug SMILES string, predict its absorption, distribution, metabolism, or excretion properties. Task type varies by dataset: regression for continuous measurements (e.g., permeability, clearance, half-life) or binary classification for categorical outcomes (e.g., BBB penetration, CYP inhibition). Dataset: cyp1a2_veith. (1) The compound is Cn1c(CN2CCCC2)nc2cc(NC(=O)C3CCCCC3)ccc21. The result is 0 (non-inhibitor). (2) The drug is CCOC(=O)C(=O)NCc1ccc(/C=C2\C(=O)C(C(=O)OC)=C(C)N2c2ccccc2)o1. The result is 0 (non-inhibitor). (3) The drug is COc1ccc2c(Cl)c(C(=O)NCCCn3ccnc3)sc2c1Cl. The result is 1 (inhibitor).